Dataset: Forward reaction prediction with 1.9M reactions from USPTO patents (1976-2016). Task: Predict the product of the given reaction. (1) Given the reactants [Br:1]N1C(=O)CCC1=O.[Br:9][C:10]1[CH:14]=[CH:13][S:12][C:11]=1[C:15]1[S:16][C:17]([CH3:20])=[CH:18][CH:19]=1.C(OC(=O)C)(=O)C.CCOCC, predict the reaction product. The product is: [Br:9][C:10]1[CH:14]=[C:13]([Br:1])[S:12][C:11]=1[C:15]1[S:16][C:17]([CH3:20])=[CH:18][CH:19]=1. (2) Given the reactants [Br:1][C:2]1[CH:11]=[CH:10][C:5]([C:6]([O:8]C)=[O:7])=[C:4]([S:12]([CH:15]([CH3:17])[CH3:16])(=[O:14])=[O:13])[CH:3]=1.[OH-].[Na+].Cl, predict the reaction product. The product is: [Br:1][C:2]1[CH:11]=[CH:10][C:5]([C:6]([OH:8])=[O:7])=[C:4]([S:12]([CH:15]([CH3:17])[CH3:16])(=[O:14])=[O:13])[CH:3]=1. (3) The product is: [Cl:1][C:2]1[CH:10]=[CH:9][C:5]([C:6]([NH:16][CH2:15][CH2:14][C:13]([F:18])([F:17])[F:12])=[O:7])=[CH:4][N:3]=1. Given the reactants [Cl:1][C:2]1[CH:10]=[CH:9][C:5]([C:6](Cl)=[O:7])=[CH:4][N:3]=1.Cl.[F:12][C:13]([F:18])([F:17])[CH2:14][CH2:15][NH2:16].CN1CCOCC1.C(OCC)(=O)C, predict the reaction product. (4) Given the reactants [Li+].[I-].[C:3]([CH:6]([O:18][C:19](=[O:21])[CH3:20])[CH2:7][CH:8]=[C:9]([CH3:17])[CH2:10][CH2:11][CH2:12][CH:13]([CH3:16])[CH:14]=[O:15])(=[O:5])[CH3:4].Br[CH:23]([CH3:34])[C:24](=[O:33])[C:25]([CH3:32])([CH3:31])[CH:26]([O:29][CH3:30])[O:27][CH3:28].O=O.[Na+].[Cl-], predict the reaction product. The product is: [C:3]([CH:6]([O:18][C:19](=[O:21])[CH3:20])[CH2:7][CH:8]=[C:9]([CH3:17])[CH2:10][CH2:11][CH2:12][CH:13]([CH3:16])[CH:14]([OH:15])[CH:23]([CH3:34])[C:24](=[O:33])[C:25]([CH3:31])([CH3:32])[CH:26]([O:27][CH3:28])[O:29][CH3:30])(=[O:5])[CH3:4]. (5) The product is: [CH2:61]([O:60][C:58]([NH:57][C@@H:50]([C:46]1[CH:47]=[CH:48][CH:49]=[C:44]([NH:43][C:39](=[O:41])/[CH:38]=[CH:37]/[CH2:36][C:32]2[C:31]([CH3:42])=[CH:30][C:29]([Br:28])=[CH:34][C:33]=2[CH3:35])[CH:45]=1)[CH2:51][C:52]([O:54][CH2:55][CH3:56])=[O:53])=[O:59])[C:62]1[CH:63]=[CH:64][CH:65]=[CH:66][CH:67]=1. Given the reactants F[P-](F)(F)(F)(F)F.N1(O[P+](N(C)C)(N(C)C)N(C)C)C2C=CC=CC=2N=N1.[Br:28][C:29]1[CH:34]=[C:33]([CH3:35])[C:32]([CH2:36]/[CH:37]=[CH:38]/[C:39]([OH:41])=O)=[C:31]([CH3:42])[CH:30]=1.[NH2:43][C:44]1[CH:45]=[C:46]([C@H:50]([NH:57][C:58]([O:60][CH2:61][C:62]2[CH:67]=[CH:66][CH:65]=[CH:64][CH:63]=2)=[O:59])[CH2:51][C:52]([O:54][CH2:55][CH3:56])=[O:53])[CH:47]=[CH:48][CH:49]=1.C(N(CC)CC)C, predict the reaction product. (6) Given the reactants [CH3:1][C:2]12[CH2:18][CH2:17][C:16]([O:19]C(=O)C)=[CH:15][C:14]1=[CH:13][CH2:12][CH:11]1[CH:3]2[C:4](=[O:30])[CH2:5][C:6]2([CH3:29])[CH:10]1[CH2:9][CH2:8][CH:7]2[C:23]1([CH3:28])[O:27][CH2:26][CH2:25][O:24]1.C(O)C.C1COCC1.[BH4-].[Na+], predict the reaction product. The product is: [CH3:1][C:2]12[CH2:18][CH2:17][CH:16]([OH:19])[CH2:15][C:14]1=[CH:13][CH2:12][CH:11]1[CH:3]2[CH:4]([OH:30])[CH2:5][C:6]2([CH3:29])[CH:10]1[CH2:9][CH2:8][CH:7]2[C:23]1([CH3:28])[O:24][CH2:25][CH2:26][O:27]1.